This data is from Full USPTO retrosynthesis dataset with 1.9M reactions from patents (1976-2016). The task is: Predict the reactants needed to synthesize the given product. (1) Given the product [Br:1][C:2]1[CH:9]=[C:8]([NH:11][C@H:12]([CH2:16][C:17]2[C:25]3[C:20](=[CH:21][CH:22]=[CH:23][CH:24]=3)[NH:19][CH:18]=2)[C:13]([NH2:15])=[O:14])[CH:7]=[CH:6][C:3]=1[C:4]#[N:5], predict the reactants needed to synthesize it. The reactants are: [Br:1][C:2]1[CH:9]=[C:8](F)[CH:7]=[CH:6][C:3]=1[C:4]#[N:5].[NH2:11][C@H:12]([CH2:16][C:17]1[C:25]2[C:20](=[CH:21][CH:22]=[CH:23][CH:24]=2)[NH:19][CH:18]=1)[C:13]([NH2:15])=[O:14].CCN(C(C)C)C(C)C.O. (2) The reactants are: FC1C=C(C=CC=1)CN1C2C(=CC=CC=2CCC2C=CC(C(OC)=O)=CC=2)CC1.[Br:30][C:31]1[CH:32]=[CH:33][CH:34]=[C:35]2[C:39]=1[NH:38][CH2:37][CH2:36]2.[F:40][C:41]([F:51])([F:50])[C:42]1[CH:43]=[C:44]([CH:47]=[CH:48][CH:49]=1)[CH2:45]Br.C([O-])([O-])=O.[K+].[K+]. Given the product [Br:30][C:31]1[CH:32]=[CH:33][CH:34]=[C:35]2[C:39]=1[N:38]([CH2:45][C:44]1[CH:47]=[CH:48][CH:49]=[C:42]([C:41]([F:40])([F:50])[F:51])[CH:43]=1)[CH2:37][CH2:36]2, predict the reactants needed to synthesize it. (3) Given the product [C:12]([O:11][C:9]([N:5]1[CH2:6][CH2:7][CH2:8][C@H:4]1[C:1]([NH:2][C:24]([NH:23][C:20]1[CH:21]=[CH:22][C:17]([Br:16])=[CH:18][C:19]=1[F:26])=[O:25])=[O:3])=[O:10])([CH3:15])([CH3:14])[CH3:13], predict the reactants needed to synthesize it. The reactants are: [C:1]([C@@H:4]1[CH2:8][CH2:7][CH2:6][N:5]1[C:9]([O:11][C:12]([CH3:15])([CH3:14])[CH3:13])=[O:10])(=[O:3])[NH2:2].[Br:16][C:17]1[CH:22]=[CH:21][C:20]([N:23]=[C:24]=[O:25])=[C:19]([F:26])[CH:18]=1. (4) The reactants are: C(=O)([O-])[O-].[K+].[K+].[Si:7]([O:14][C@H:15]1[CH2:19][CH2:18][N:17]([CH2:20][C@@H:21]([NH:30][CH3:31])[C:22]2[CH:27]=[CH:26][CH:25]=[C:24]([O:28][CH3:29])[CH:23]=2)[CH2:16]1)([C:10]([CH3:13])([CH3:12])[CH3:11])([CH3:9])[CH3:8].[CH3:44][C:43]([O:42][C:40](O[C:40]([O:42][C:43]([CH3:46])([CH3:45])[CH3:44])=[O:41])=[O:41])([CH3:46])[CH3:45]. Given the product [Si:7]([O:14][C@H:15]1[CH2:19][CH2:18][N:17]([CH2:20][C@@H:21]([N:30]([CH3:31])[C:40](=[O:41])[O:42][C:43]([CH3:44])([CH3:45])[CH3:46])[C:22]2[CH:27]=[CH:26][CH:25]=[C:24]([O:28][CH3:29])[CH:23]=2)[CH2:16]1)([C:10]([CH3:13])([CH3:12])[CH3:11])([CH3:8])[CH3:9], predict the reactants needed to synthesize it. (5) Given the product [CH3:3][O:4][C:5]1[CH:6]=[C:7]([CH:14]([OH:21])[CH2:15][C:16]([O:18][CH2:19][CH3:20])=[O:17])[CH:8]=[CH:9][C:10]=1[N+:11]([O-:13])=[O:12], predict the reactants needed to synthesize it. The reactants are: [BH4-].[Na+].[CH3:3][O:4][C:5]1[CH:6]=[C:7]([C:14](=[O:21])[CH2:15][C:16]([O:18][CH2:19][CH3:20])=[O:17])[CH:8]=[CH:9][C:10]=1[N+:11]([O-:13])=[O:12].Cl. (6) Given the product [Cl:1][C:2]1[CH:11]=[CH:10][CH:9]=[C:8]2[C:3]=1[N:4]=[C:5]([C:13]([O:15][CH2:16][CH3:17])=[O:14])[C:6](=[O:12])[N:7]2[C:23]1[CH:24]=[CH:25][C:20]([O:19][CH3:18])=[CH:21][CH:22]=1, predict the reactants needed to synthesize it. The reactants are: [Cl:1][C:2]1[CH:11]=[CH:10][CH:9]=[C:8]2[C:3]=1[N:4]=[C:5]([C:13]([O:15][CH2:16][CH3:17])=[O:14])[C:6](=[O:12])[NH:7]2.[CH3:18][O:19][C:20]1[CH:25]=[CH:24][C:23](OB(O)O)=[CH:22][CH:21]=1.N1C=CC=CC=1.C(N(CC)CC)C.